From a dataset of Full USPTO retrosynthesis dataset with 1.9M reactions from patents (1976-2016). Predict the reactants needed to synthesize the given product. Given the product [Cl:24][C:18]1[CH:19]=[C:20]([Cl:23])[CH:21]=[CH:22][C:17]=1[S:14]([NH:13][CH2:12][C:11]([N:8]1[CH2:9][CH2:10][N:5]([C:3](=[O:4])[C@@H:2]([NH:1][C:31]([NH:30][C:33]2[CH:38]=[CH:37][CH:36]=[CH:35][CH:34]=2)=[O:32])[CH2:26][CH:27]([CH3:29])[CH3:28])[CH2:6][CH2:7]1)=[O:25])(=[O:16])=[O:15], predict the reactants needed to synthesize it. The reactants are: [NH2:1][C@@H:2]([CH2:26][CH:27]([CH3:29])[CH3:28])[C:3]([N:5]1[CH2:10][CH2:9][N:8]([C:11](=[O:25])[CH2:12][NH:13][S:14]([C:17]2[CH:22]=[CH:21][C:20]([Cl:23])=[CH:19][C:18]=2[Cl:24])(=[O:16])=[O:15])[CH2:7][CH2:6]1)=[O:4].[N:30]([C:33]1[CH:38]=[CH:37][CH:36]=[CH:35][CH:34]=1)=[C:31]=[O:32].